From a dataset of Forward reaction prediction with 1.9M reactions from USPTO patents (1976-2016). Predict the product of the given reaction. (1) Given the reactants Cl[C:2]([O:4][CH2:5][C:6]1[CH:11]=[CH:10][CH:9]=[CH:8][CH:7]=1)=[O:3].Cl.[CH:13]1([N:19]2[C:23]3([CH2:28][CH2:27][NH:26][CH2:25][CH2:24]3)[C:22](=[O:29])[NH:21][CH2:20]2)[CH2:18][CH2:17][CH2:16][CH2:15][CH2:14]1, predict the reaction product. The product is: [CH:13]1([N:19]2[C:23]3([CH2:24][CH2:25][N:26]([C:2]([O:4][CH2:5][C:6]4[CH:11]=[CH:10][CH:9]=[CH:8][CH:7]=4)=[O:3])[CH2:27][CH2:28]3)[C:22](=[O:29])[NH:21][CH2:20]2)[CH2:14][CH2:15][CH2:16][CH2:17][CH2:18]1. (2) Given the reactants Cl.[NH2:2][CH:3]([C:5]1[CH:10]=[CH:9][C:8]([C:11]([CH3:15])([CH3:14])[C:12]#[N:13])=[CH:7][CH:6]=1)[CH3:4].[C:16]([C:18]1[C:23]2[N:24]([CH2:27][C:28](O)=[O:29])[CH:25]=[N:26][C:22]=2[CH:21]=[CH:20][CH:19]=1)#[N:17].CN(C(ON1N=NC2C=CC=NC1=2)=[N+](C)C)C.F[P-](F)(F)(F)(F)F, predict the reaction product. The product is: [C:16]([C:18]1[C:23]2[N:24]([CH2:27][C:28]([NH:2][C@H:3]([C:5]3[CH:10]=[CH:9][C:8]([C:11]([C:12]#[N:13])([CH3:14])[CH3:15])=[CH:7][CH:6]=3)[CH3:4])=[O:29])[CH:25]=[N:26][C:22]=2[CH:21]=[CH:20][CH:19]=1)#[N:17].